Dataset: Forward reaction prediction with 1.9M reactions from USPTO patents (1976-2016). Task: Predict the product of the given reaction. (1) Given the reactants [F:1][C:2]([F:8])([F:7])[C:3]([F:6])([F:5])I.C[Li].[Br-].[Li+].[Br:13][C:14]1[N:19]=[C:18]([CH:20]=[CH:21][C:22](N(OC)C)=[O:23])[CH:17]=[CH:16][CH:15]=1, predict the reaction product. The product is: [Br:13][C:14]1[N:19]=[C:18]([CH:20]=[CH:21][C:22](=[O:23])[C:3]([F:6])([F:5])[C:2]([F:8])([F:7])[F:1])[CH:17]=[CH:16][CH:15]=1. (2) Given the reactants [N:1]([CH2:4][CH2:5][CH2:6][C:7]1([C:29]2[CH:34]=[CH:33][CH:32]=[CH:31][CH:30]=2)[N:11]([C:12]2[S:13][C:14]3[CH2:15][NH:16][CH2:17][CH2:18][C:19]=3[N:20]=2)[N:10]=[C:9]([C:21]2[CH:26]=[C:25]([F:27])[CH:24]=[CH:23][C:22]=2[F:28])[S:8]1)=[N+:2]=[N-:3].C=O.[C:37](O[BH-](OC(=O)C)OC(=O)C)(=O)C.[Na+].C([O-])([O-])=O.[Na+].[Na+], predict the reaction product. The product is: [N:1]([CH2:4][CH2:5][CH2:6][C:7]1([C:29]2[CH:34]=[CH:33][CH:32]=[CH:31][CH:30]=2)[N:11]([C:12]2[S:13][C:14]3[CH2:15][N:16]([CH3:37])[CH2:17][CH2:18][C:19]=3[N:20]=2)[N:10]=[C:9]([C:21]2[CH:26]=[C:25]([F:27])[CH:24]=[CH:23][C:22]=2[F:28])[S:8]1)=[N+:2]=[N-:3]. (3) Given the reactants C([Si]([O:8][C:9]1[CH:14]=[CH:13][C:12]([Cl:15])=[CH:11][C:10]=1[Cl:16])(C)C)(C)(C)C.C([Li])(CC)C.CN(C)[CH:24]=[O:25].[C:27](O)(=O)C, predict the reaction product. The product is: [Cl:16][C:10]1[C:9]([O:8][CH3:27])=[CH:14][CH:13]=[C:12]([Cl:15])[C:11]=1[CH:24]=[O:25]. (4) The product is: [Br:1][C:2]1[CH:7]=[CH:6][C:5]([S:8][CH:18]2[CH2:19][CH2:14][CH2:15][N:16]([C:20]([O:22][C:23]([CH3:26])([CH3:25])[CH3:24])=[O:21])[CH2:17]2)=[CH:4][CH:3]=1. Given the reactants [Br:1][C:2]1[CH:7]=[CH:6][C:5]([SH:8])=[CH:4][CH:3]=1.CS(O[CH:14]1[CH2:19][CH2:18][CH2:17][N:16]([C:20]([O:22][C:23]([CH3:26])([CH3:25])[CH3:24])=[O:21])[CH2:15]1)(=O)=O.C([O-])([O-])=O.[K+].[K+], predict the reaction product. (5) Given the reactants [CH3:1][O:2][C:3]1[CH:8]=[CH:7][CH:6]=[CH:5][C:4]=1[N:9]1[CH2:14][CH2:13][C:12]([CH2:23][NH2:24])([C:15]2[CH:20]=[CH:19][CH:18]=[C:17]([O:21][CH3:22])[CH:16]=2)[CH2:11][CH2:10]1.[CH:25](=O)[C:26]1[CH:31]=[CH:30][CH:29]=[CH:28][CH:27]=1.C(O[BH-](OC(=O)C)OC(=O)C)(=O)C.[Na+].C(O)(=O)C.C(=O)([O-])O.[Na+], predict the reaction product. The product is: [CH2:25]([NH:24][CH2:23][C:12]1([C:15]2[CH:20]=[CH:19][CH:18]=[C:17]([O:21][CH3:22])[CH:16]=2)[CH2:13][CH2:14][N:9]([C:4]2[CH:5]=[CH:6][CH:7]=[CH:8][C:3]=2[O:2][CH3:1])[CH2:10][CH2:11]1)[C:26]1[CH:31]=[CH:30][CH:29]=[CH:28][CH:27]=1. (6) Given the reactants [C:1]([O:5][C:6](=[O:31])[NH:7][C:8]1([C:11]2[N:16]=[CH:15][C:14]([C:17]3[CH:18]=[N:19][C:20]([O:23]CC4C=CC=CC=4)=[CH:21][CH:22]=3)=[CH:13][CH:12]=2)[CH2:10][CH2:9]1)([CH3:4])([CH3:3])[CH3:2], predict the reaction product. The product is: [C:1]([O:5][C:6](=[O:31])[NH:7][C:8]1([C:11]2[N:16]=[CH:15][C:14]([C:17]3[CH:22]=[CH:21][C:20](=[O:23])[NH:19][CH:18]=3)=[CH:13][CH:12]=2)[CH2:10][CH2:9]1)([CH3:4])([CH3:2])[CH3:3].